Dataset: Catalyst prediction with 721,799 reactions and 888 catalyst types from USPTO. Task: Predict which catalyst facilitates the given reaction. (1) Reactant: I[C:2]1[C:7]([CH3:8])=[CH:6][C:5]([NH:9][C:10]([CH2:12][CH2:13][N:14]2[CH2:19][CH2:18][CH:17]([O:20][C:21](=[O:35])[NH:22][C:23]3[CH:28]=[CH:27][CH:26]=[CH:25][C:24]=3[C:29]3[CH:34]=[CH:33][CH:32]=[CH:31][CH:30]=3)[CH2:16][CH2:15]2)=[O:11])=[C:4]([CH3:36])[CH:3]=1.CN(C)[CH:39]=[O:40].C1(P(C2C=CC=CC=2)CCCP(C2C=CC=CC=2)C2C=CC=CC=2)C=CC=CC=1.[CH3:71][OH:72]. Product: [CH3:71][O:72][C:39](=[O:40])[C:2]1[CH:3]=[C:4]([CH3:36])[C:5]([NH:9][C:10](=[O:11])[CH2:12][CH2:13][N:14]2[CH2:19][CH2:18][CH:17]([O:20][C:21](=[O:35])[NH:22][C:23]3[CH:28]=[CH:27][CH:26]=[CH:25][C:24]=3[C:29]3[CH:30]=[CH:31][CH:32]=[CH:33][CH:34]=3)[CH2:16][CH2:15]2)=[CH:6][C:7]=1[CH3:8]. The catalyst class is: 167. (2) Reactant: [NH2:1][C:2]1[CH:3]=[C:4](B(O)O)[CH:5]=[CH:6][CH:7]=1.Br[C:12]1[CH:13]=[C:14]([C:18]2[N:23]([CH2:24][C:25]3[CH:30]=[CH:29][C:28]([CH3:31])=[CH:27][C:26]=3[CH3:32])[C:22](=[O:33])[C:21]([C:34]#[N:35])=[C:20]([C:36]([F:39])([F:38])[F:37])[CH:19]=2)[CH:15]=[CH:16][CH:17]=1.C([O-])([O-])=O.[K+].[K+].O. Product: [NH2:1][C:2]1[CH:3]=[C:4]([C:16]2[CH:17]=[CH:12][CH:13]=[C:14]([C:18]3[N:23]([CH2:24][C:25]4[CH:30]=[CH:29][C:28]([CH3:31])=[CH:27][C:26]=4[CH3:32])[C:22](=[O:33])[C:21]([C:34]#[N:35])=[C:20]([C:36]([F:39])([F:38])[F:37])[CH:19]=3)[CH:15]=2)[CH:5]=[CH:6][CH:7]=1. The catalyst class is: 104. (3) Reactant: [Br:1][C:2]1[CH:3]=[C:4]([CH:9]=[CH:10][C:11]=1[CH3:12])[C:5]([O:7][CH3:8])=[O:6].[Br:13]N1C(=O)CCC1=O.N(C(C)(C)C#N)=NC(C)(C)C#N. Product: [Br:1][C:2]1[CH:3]=[C:4]([CH:9]=[CH:10][C:11]=1[CH2:12][Br:13])[C:5]([O:7][CH3:8])=[O:6]. The catalyst class is: 53. (4) Reactant: [CH3:1][O:2][C:3](=[O:13])[CH2:4][C:5]1[CH:10]=[CH:9][C:8]([NH:11][CH3:12])=[CH:7][CH:6]=1.C(N(CC)C(C)C)(C)C.[C:23](Cl)(=[O:26])[CH:24]=[CH2:25].C(=O)(O)[O-].[Na+]. Product: [CH3:1][O:2][C:3](=[O:13])[CH2:4][C:5]1[CH:10]=[CH:9][C:8]([NH:11][CH2:12][C:23](=[O:26])[CH:24]=[CH2:25])=[CH:7][CH:6]=1. The catalyst class is: 2. (5) The catalyst class is: 4. Reactant: [Cl:1][C:2]1[C:7]([C:8](Cl)=[O:9])=[C:6]([Cl:11])[CH:5]=[C:4]([CH3:12])[N:3]=1.Cl.[NH2:14][CH2:15][C:16]1[C:21]([Cl:22])=[CH:20][C:19]([C:23]([F:26])([F:25])[F:24])=[CH:18][N:17]=1.C(N(CC)CC)C. Product: [Cl:1][C:2]1[C:7]([C:8]([NH:14][CH2:15][C:16]2[C:21]([Cl:22])=[CH:20][C:19]([C:23]([F:26])([F:25])[F:24])=[CH:18][N:17]=2)=[O:9])=[C:6]([Cl:11])[CH:5]=[C:4]([CH3:12])[N:3]=1. (6) Reactant: [CH3:1][O:2][C:3]([CH3:5])=[CH2:4].N1C=CC=CC=1.[F:12][C:13]([F:24])([F:23])[C:14](O[C:14](=[O:15])[C:13]([F:24])([F:23])[F:12])=[O:15]. Product: [CH3:1][O:2][C:3]([CH3:5])=[CH:4][C:14](=[O:15])[C:13]([F:24])([F:23])[F:12]. The catalyst class is: 4. (7) Reactant: [NH:1]1[C:9]2[C:4](=[CH:5][C:6]([NH:10][CH:11]3[CH2:16][CH2:15][C:14](=O)[CH2:13][CH2:12]3)=[CH:7][CH:8]=2)[CH:3]=[N:2]1.[C:18]1([NH:24]CCN)C=[CH:22][CH:21]=[CH:20][CH:19]=1.C(O[BH-](OC(=O)C)OC(=O)C)(=O)C.[Na+].Cl.CO. Product: [NH:1]1[C:9]2[C:4](=[CH:5][C:6]([NH:10][CH:11]3[CH2:16][CH2:15][CH:14]([NH:24][CH2:18][CH2:19][CH2:20][CH2:21][CH3:22])[CH2:13][CH2:12]3)=[CH:7][CH:8]=2)[CH:3]=[N:2]1. The catalyst class is: 5. (8) Reactant: [Cl:1][C:2]1[CH:3]=[C:4]([N:22]2[C:27](=[O:28])[NH:26][C:25](=[O:29])[CH:24]=[N:23]2)[CH:5]=[CH:6][C:7]=1[C:8](Cl)([C:14]1[CH:19]=[CH:18][C:17]([Cl:20])=[CH:16][CH:15]=1)[C:9]1[S:10][CH:11]=[CH:12][N:13]=1.[NH4+:30].[OH-].Cl. Product: [Cl:1][C:2]1[CH:3]=[C:4]([N:22]2[C:27](=[O:28])[NH:26][C:25](=[O:29])[CH:24]=[N:23]2)[CH:5]=[CH:6][C:7]=1[C:8]([NH2:30])([C:14]1[CH:19]=[CH:18][C:17]([Cl:20])=[CH:16][CH:15]=1)[C:9]1[S:10][CH:11]=[CH:12][N:13]=1. The catalyst class is: 1. (9) Reactant: Br[C:2]1[CH:3]=[C:4]2[C:9](=[CH:10][CH:11]=1)[C:8](=[O:12])[NH:7][N:6]=[C:5]2[Cl:13].[N:14]1([C:19]2[CH:20]=[C:21]([CH2:25][NH2:26])[CH:22]=[CH:23][CH:24]=2)[CH2:18][CH2:17][CH2:16][CH2:15]1.C1C=CC(P(C2C(C3C(P(C4C=CC=CC=4)C4C=CC=CC=4)=CC=C4C=3C=CC=C4)=C3C(C=CC=C3)=CC=2)C2C=CC=CC=2)=CC=1.CC([O-])(C)C.[Na+]. Product: [Cl:13][C:5]1[C:4]2[C:9](=[CH:10][CH:11]=[C:2]([NH:26][CH2:25][C:21]3[CH:22]=[CH:23][CH:24]=[C:19]([N:14]4[CH2:18][CH2:17][CH2:16][CH2:15]4)[CH:20]=3)[CH:3]=2)[C:8](=[O:12])[NH:7][N:6]=1. The catalyst class is: 686.